Dataset: Forward reaction prediction with 1.9M reactions from USPTO patents (1976-2016). Task: Predict the product of the given reaction. (1) Given the reactants [C:1]1([CH3:11])[CH:6]=[CH:5][CH:4]=[C:3]([CH2:7][C:8]([OH:10])=O)[CH:2]=1.C(N(CC)C(C)C)(C)C.[CH3:21][C:22]1[C:27]([NH2:28])=[C:26]([CH3:29])[CH:25]=[C:24]([N:30]2[CH2:35][CH2:34][O:33][CH2:32][CH2:31]2)[N:23]=1.C(OCC)(=O)C, predict the reaction product. The product is: [CH3:21][C:22]1[C:27]([NH:28][C:8](=[O:10])[CH2:7][C:3]2[CH:2]=[C:1]([CH3:11])[CH:6]=[CH:5][CH:4]=2)=[C:26]([CH3:29])[CH:25]=[C:24]([N:30]2[CH2:31][CH2:32][O:33][CH2:34][CH2:35]2)[N:23]=1. (2) Given the reactants [Br:1][C:2]1[CH:8]=[C:7]([F:9])[CH:6]=[CH:5][C:3]=1[NH2:4].[CH:10](OC)(OC)OC.[N-:17]=[N+:18]=[N-:19].[Na+], predict the reaction product. The product is: [Br:1][C:2]1[CH:8]=[C:7]([F:9])[CH:6]=[CH:5][C:3]=1[N:4]1[CH:10]=[N:19][N:18]=[N:17]1. (3) Given the reactants Br[C:2]1[CH:3]=[CH:4][C:5](=[O:23])[N:6]([CH2:8][CH2:9][O:10][C:11]2[C:20]3[C:15](=[CH:16][C:17]([O:21][CH3:22])=[CH:18][CH:19]=3)[N:14]=[CH:13][CH:12]=2)[CH:7]=1.C(N(CC)CC)C.[CH2:31]([NH:34][C:35](=[O:42])[CH2:36][N:37]1[CH2:41][CH2:40][CH2:39][CH2:38]1)[C:32]#[CH:33], predict the reaction product. The product is: [CH3:22][O:21][C:17]1[CH:16]=[C:15]2[C:20]([C:11]([O:10][CH2:9][CH2:8][N:6]3[C:5](=[O:23])[CH:4]=[CH:3][C:2]([C:33]#[C:32][CH2:31][NH:34][C:35](=[O:42])[CH2:36][N:37]4[CH2:41][CH2:40][CH2:39][CH2:38]4)=[CH:7]3)=[CH:12][CH:13]=[N:14]2)=[CH:19][CH:18]=1. (4) Given the reactants [Br:1][C:2]1[C:7]([O:8][CH2:9][O:10][CH3:11])=[CH:6][CH:5]=[C:4]([CH3:12])[C:3]=1[CH2:13][OH:14].[CH3:15][S:16](Cl)(=[O:18])=[O:17].C(N(CC)CC)C, predict the reaction product. The product is: [CH3:15][S:16]([O:14][CH2:13][C:3]1[C:4]([CH3:12])=[CH:5][CH:6]=[C:7]([O:8][CH2:9][O:10][CH3:11])[C:2]=1[Br:1])(=[O:18])=[O:17]. (5) Given the reactants [N:1]([CH2:4][C@@H:5]1[CH2:10][NH:9][C:8]2[CH:11]=[CH:12][CH:13]=[C:14](Br)[C:7]=2[O:6]1)=[N+:2]=[N-:3].[CH3:16][O:17][C:18]1[CH:23]=[CH:22][C:21](B(O)O)=[CH:20][CH:19]=1, predict the reaction product. The product is: [N:1]([CH2:4][C@H:5]1[CH2:10][NH:9][C:8]2[CH:11]=[CH:12][CH:13]=[C:14]([C:21]3[CH:22]=[CH:23][C:18]([O:17][CH3:16])=[CH:19][CH:20]=3)[C:7]=2[O:6]1)=[N+:2]=[N-:3]. (6) Given the reactants [Si:1]([O:18][CH2:19][CH:20](OC(OC1C=CC=CC=1)=S)[C:21]([F:32])([F:31])[CH2:22][P:23](=[O:30])([O:27][CH2:28][CH3:29])[O:24][CH2:25][CH3:26])([C:14]([CH3:17])([CH3:16])[CH3:15])([C:8]1[CH:13]=[CH:12][CH:11]=[CH:10][CH:9]=1)[C:2]1[CH:7]=[CH:6][CH:5]=[CH:4][CH:3]=1.C([SnH](CCCC)CCCC)CCC.CC(N=NC(C#N)(C)C)(C#N)C, predict the reaction product. The product is: [Si:1]([O:18][CH2:19][CH2:20][C:21]([F:32])([F:31])[CH2:22][P:23](=[O:30])([O:24][CH2:25][CH3:26])[O:27][CH2:28][CH3:29])([C:14]([CH3:17])([CH3:16])[CH3:15])([C:8]1[CH:13]=[CH:12][CH:11]=[CH:10][CH:9]=1)[C:2]1[CH:7]=[CH:6][CH:5]=[CH:4][CH:3]=1. (7) Given the reactants [F:1][C:2]1[CH:3]=[C:4]([CH2:10][N:11]2[C:19]3[C:14](=[C:15]([O:20][CH3:21])[CH:16]=[CH:17][CH:18]=3)[C:13]([NH2:22])=[N:12]2)[CH:5]=[CH:6][C:7]=1[O:8][CH3:9].[CH3:23][C:24]1[S:28][C:27]([S:29](Cl)(=[O:31])=[O:30])=[CH:26][CH:25]=1, predict the reaction product. The product is: [F:1][C:2]1[CH:3]=[C:4]([CH2:10][N:11]2[C:19]3[C:14](=[C:15]([O:20][CH3:21])[CH:16]=[CH:17][CH:18]=3)[C:13]([NH:22][S:29]([C:27]3[S:28][C:24]([CH3:23])=[CH:25][CH:26]=3)(=[O:31])=[O:30])=[N:12]2)[CH:5]=[CH:6][C:7]=1[O:8][CH3:9]. (8) Given the reactants [F:1][C:2]1[CH:9]=[CH:8][CH:7]=[CH:6][C:3]=1[CH2:4][Br:5].[Zn:10].BrCCBr, predict the reaction product. The product is: [Br-:5].[F:1][C:2]1[CH:9]=[CH:8][CH:7]=[CH:6][C:3]=1[CH2:4][Zn+:10]. (9) Given the reactants [C:1]([NH:4][C:5]1[CH:6]=[C:7]([CH:40]=[CH:41][CH:42]=1)[C:8]([NH:10][C:11]1[CH:20]=[C:19]([C:21]2[C:30]3[C:25](=[CH:26][C:27]([O:36][CH3:37])=[C:28]4[O:33][C:32]([CH3:35])([CH3:34])[CH2:31][C:29]4=3)[CH2:24][C:23]([CH3:39])([CH3:38])[N:22]=2)[CH:18]=[CH:17][C:12]=1[C:13]([O:15]C)=[O:14])=[O:9])(=[O:3])[CH3:2].[OH-].[Na+].Cl, predict the reaction product. The product is: [C:1]([NH:4][C:5]1[CH:6]=[C:7]([CH:40]=[CH:41][CH:42]=1)[C:8]([NH:10][C:11]1[CH:20]=[C:19]([C:21]2[C:30]3[C:25](=[CH:26][C:27]([O:36][CH3:37])=[C:28]4[O:33][C:32]([CH3:35])([CH3:34])[CH2:31][C:29]4=3)[CH2:24][C:23]([CH3:39])([CH3:38])[N:22]=2)[CH:18]=[CH:17][C:12]=1[C:13]([OH:15])=[O:14])=[O:9])(=[O:3])[CH3:2]. (10) Given the reactants [Cl:1][C:2]1[CH:10]=[CH:9][C:5]([C:6](Cl)=O)=[C:4]([CH3:11])[CH:3]=1.ClC1C=C(Cl)C=CC=1C1[C:25]([C:26]2[NH:27][CH:28]=[CH:29][N:30]=2)=[CH:24][N:23]=[C:22]([NH:31][CH2:32][CH2:33][NH:34][C:35]2[CH:40]=[CH:39][C:38]([N+:41]([O-:43])=[O:42])=[CH:37][N:36]=2)[N:21]=1, predict the reaction product. The product is: [Cl:1][C:2]1[CH:10]=[CH:9][C:5]([C:6]2[C:25]([C:26]3[NH:30][CH:29]=[CH:28][N:27]=3)=[CH:24][N:23]=[C:22]([NH:31][CH2:32][CH2:33][NH:34][C:35]3[CH:40]=[CH:39][C:38]([N+:41]([O-:43])=[O:42])=[CH:37][N:36]=3)[N:21]=2)=[C:4]([CH3:11])[CH:3]=1.